From a dataset of Reaction yield outcomes from USPTO patents with 853,638 reactions. Predict the reaction yield, written as a fraction of the theoretical maximum amount of product (1.0 means a 100% yield; for example, 0.34 means a 34% yield). The reactants are [C:1]([C:5]1[CH:6]=[C:7]([C:25]2[CH:26]=[N:27][C:28]([C:31]([F:34])([F:33])[F:32])=[CH:29][CH:30]=2)[C:8]([OH:24])=[C:9]([CH:23]=1)[CH2:10][NH:11][CH:12]([CH3:22])[CH2:13][NH:14]C(=O)OC(C)(C)C)([CH3:4])([CH3:3])[CH3:2].FC(F)(F)C(O)=O.C(Cl)[Cl:43]. No catalyst specified. The product is [ClH:43].[ClH:43].[NH2:14][CH2:13][CH:12]([NH:11][CH2:10][C:9]1[CH:23]=[C:5]([C:1]([CH3:3])([CH3:4])[CH3:2])[CH:6]=[C:7]([C:25]2[CH:26]=[N:27][C:28]([C:31]([F:32])([F:33])[F:34])=[CH:29][CH:30]=2)[C:8]=1[OH:24])[CH3:22]. The yield is 0.320.